Dataset: Full USPTO retrosynthesis dataset with 1.9M reactions from patents (1976-2016). Task: Predict the reactants needed to synthesize the given product. Given the product [C:51]([O:28][C@@H:26]1[CH2:25][N:22]2[C:23](=[O:24])[C@@H:9]([NH:8][C:6]([O:5][C:1]([CH3:4])([CH3:3])[CH3:2])=[O:7])[CH2:10][CH2:11][CH2:12][CH2:13][CH2:14][CH:15]=[CH:16][C@@H:17]3[CH2:30][C@@:18]3([C:31]([O:33][CH2:34][CH3:35])=[O:32])[NH:19][C:20](=[O:29])[C@@H:21]2[CH2:27]1)(=[O:58])[C:52]1[CH:57]=[CH:56][CH:55]=[CH:54][CH:53]=1, predict the reactants needed to synthesize it. The reactants are: [C:1]([O:5][C:6]([NH:8][C@@H:9]1[C:23](=[O:24])[N:22]2[CH2:25][C@@H:26]([OH:28])[CH2:27][C@H:21]2[C:20](=[O:29])[NH:19][C@:18]2([C:31]([O:33][CH2:34][CH3:35])=[O:32])[CH2:30][C@H:17]2[CH:16]=[CH:15][CH2:14][CH2:13][CH2:12][CH2:11][CH2:10]1)=[O:7])([CH3:4])([CH3:3])[CH3:2].C(N(C(C)C)C(C)C)C.CN1C=CN=C1.[C:51](O[C:51](=[O:58])[C:52]1[CH:57]=[CH:56][CH:55]=[CH:54][CH:53]=1)(=[O:58])[C:52]1[CH:57]=[CH:56][CH:55]=[CH:54][CH:53]=1.